The task is: Predict the product of the given reaction.. This data is from Forward reaction prediction with 1.9M reactions from USPTO patents (1976-2016). (1) The product is: [Cl:28][C:29]1[N:30]=[C:31]([S:36][CH3:37])[N:32]=[C:33]([C:8]2[N:6]3[CH:7]=[C:2]([F:1])[CH:3]=[CH:4][C:5]3=[N:10][C:9]=2[C:11]([F:12])([F:13])[F:14])[CH:34]=1. Given the reactants [F:1][C:2]1[CH:3]=[CH:4][C:5]2[N:6]([C:8]([Sn](CCCC)(CCCC)CCCC)=[C:9]([C:11]([F:14])([F:13])[F:12])[N:10]=2)[CH:7]=1.[Cl:28][C:29]1[CH:34]=[C:33](Cl)[N:32]=[C:31]([S:36][CH3:37])[N:30]=1, predict the reaction product. (2) Given the reactants [C:1]1([CH:7]2[C:16]3[C:11]4=[C:12]([CH:18]([C:21]5[CH:26]=[CH:25][CH:24]=[CH:23][CH:22]=5)[CH2:19][CH2:20][N:10]4[CH2:9][CH2:8]2)[CH:13]=[C:14]([NH2:17])[CH:15]=3)[CH:6]=[CH:5][CH:4]=[CH:3][CH:2]=1.C(N(CC)CC)C.[CH3:34][N:35]([CH3:39])[C:36](Cl)=[O:37], predict the reaction product. The product is: [C:21]1([CH:18]2[C:12]3[C:11]4=[C:16]([CH:7]([C:1]5[CH:2]=[CH:3][CH:4]=[CH:5][CH:6]=5)[CH2:8][CH2:9][N:10]4[CH2:20][CH2:19]2)[CH:15]=[C:14]([NH:17][C:36](=[O:37])[N:35]([CH3:39])[CH3:34])[CH:13]=3)[CH:26]=[CH:25][CH:24]=[CH:23][CH:22]=1. (3) Given the reactants [NH2:1][C:2]1[C:6]2[C:7](=[O:25])[N:8]([C:18]3[CH:23]=[CH:22][CH:21]=[CH:20][C:19]=3[Cl:24])[CH:9]=[C:10]([C:11]3[CH:12]=[C:13]([CH:16]=O)[S:14][CH:15]=3)[C:5]=2[NH:4][N:3]=1.[NH:26]1[CH2:30][CH2:29][CH2:28][CH2:27]1.C(O[BH-](OC(=O)C)OC(=O)C)(=O)C.[Na+].C(=O)([O-])O.[Na+], predict the reaction product. The product is: [NH2:1][C:2]1[C:6]2[C:7](=[O:25])[N:8]([C:18]3[CH:23]=[CH:22][CH:21]=[CH:20][C:19]=3[Cl:24])[CH:9]=[C:10]([C:11]3[CH:12]=[C:13]([CH2:16][N:26]4[CH2:30][CH2:29][CH2:28][CH2:27]4)[S:14][CH:15]=3)[C:5]=2[NH:4][N:3]=1. (4) Given the reactants ClC1C=C(NC2N=CC(CO)=C(C3CC3)C=2)C=CC=1.[Cl:20][C:21]1[CH:26]=[C:25]([Cl:27])[CH:24]=[CH:23][C:22]=1[NH:28][C:29]1[CH:37]=[C:36]([CH:38]([CH3:40])[CH3:39])[C:32]([C:33](O)=[O:34])=[CH:31][N:30]=1, predict the reaction product. The product is: [Cl:20][C:21]1[CH:26]=[C:25]([Cl:27])[CH:24]=[CH:23][C:22]=1[NH:28][C:29]1[N:30]=[CH:31][C:32]([CH2:33][OH:34])=[C:36]([CH:38]([CH3:40])[CH3:39])[CH:37]=1. (5) Given the reactants [F:1][C:2]1[CH:7]=[CH:6][C:5]([C:8]2[N:9]=[C:10]([C:17]([F:20])([F:19])[F:18])[O:11][C:12]=2[C:13]([O:15]C)=[O:14])=[CH:4][CH:3]=1.[Li+].[OH-], predict the reaction product. The product is: [F:1][C:2]1[CH:7]=[CH:6][C:5]([C:8]2[N:9]=[C:10]([C:17]([F:19])([F:18])[F:20])[O:11][C:12]=2[C:13]([OH:15])=[O:14])=[CH:4][CH:3]=1.